Predict the product of the given reaction. From a dataset of Forward reaction prediction with 1.9M reactions from USPTO patents (1976-2016). (1) Given the reactants [CH3:1][O:2][C:3](=[O:25])[C:4]1[CH:9]=[CH:8][C:7]([NH2:10])=[C:6]([NH:11][C:12]([C:14]2[N:15]([CH3:22])[CH:16]=[C:17]([N+:19]([O-:21])=[O:20])[CH:18]=2)=O)[C:5]=1[O:23][CH3:24], predict the reaction product. The product is: [CH3:1][O:2][C:3]([C:4]1[CH:9]=[CH:8][C:7]2[N:10]=[C:12]([C:14]3[N:15]([CH3:22])[CH:16]=[C:17]([N+:19]([O-:21])=[O:20])[CH:18]=3)[NH:11][C:6]=2[C:5]=1[O:23][CH3:24])=[O:25]. (2) Given the reactants [CH:1]([N:4]1[CH2:9][CH2:8][N:7]([C:10]([C:12]2[CH:19]=[CH:18][C:15]([CH:16]=O)=[CH:14][CH:13]=2)=[O:11])[CH2:6][CH2:5]1)([CH3:3])[CH3:2].[ClH:20].[CH3:21][NH:22][CH3:23], predict the reaction product. The product is: [ClH:20].[ClH:20].[CH3:21][N:22]([CH2:16][C:15]1[CH:18]=[CH:19][C:12]([C:10]([N:7]2[CH2:8][CH2:9][N:4]([CH:1]([CH3:3])[CH3:2])[CH2:5][CH2:6]2)=[O:11])=[CH:13][CH:14]=1)[CH3:23].